This data is from Peptide-MHC class II binding affinity with 134,281 pairs from IEDB. The task is: Regression. Given a peptide amino acid sequence and an MHC pseudo amino acid sequence, predict their binding affinity value. This is MHC class II binding data. The peptide sequence is LFLLYILFLVKMNAL. The MHC is DRB1_0802 with pseudo-sequence DRB1_0802. The binding affinity (normalized) is 0.141.